Dataset: Full USPTO retrosynthesis dataset with 1.9M reactions from patents (1976-2016). Task: Predict the reactants needed to synthesize the given product. (1) Given the product [CH3:16][CH:15]([C:8]1[C:9]([OH:11])=[CH:10][C:5]([OH:4])=[C:6]([C:19]2[N:20]([C:25]3[CH:30]=[CH:29][C:28]([CH2:31][N:32]4[CH2:37][CH2:36][O:35][CH2:34][CH2:33]4)=[CH:27][CH:26]=3)[C:21](=[O:24])[NH:22][N:23]=2)[CH:7]=1)[C:17]#[CH:18], predict the reactants needed to synthesize it. The reactants are: C([O:4][C:5]1[CH:10]=[C:9]([O:11]CC=C)[C:8]([CH:15]([C:17]#[CH:18])[CH3:16])=[CH:7][C:6]=1[C:19]1[N:20]([C:25]2[CH:30]=[CH:29][C:28]([CH2:31][N:32]3[CH2:37][CH2:36][O:35][CH2:34][CH2:33]3)=[CH:27][CH:26]=2)[C:21](=[O:24])[NH:22][N:23]=1)C=C.C(=O)([O-])[O-].[K+].[K+].O.Cl. (2) Given the product [Cl:1][C:2]1[CH:3]=[C:4]2[N:25]=[C:24]([O:26][C@@H:27]3[CH2:28][O:29][C@@H:30]4[C@H:34]([OH:35])[CH2:33][O:32][C@H:31]34)[N:23]([CH2:36][O:37][CH2:38][CH2:39][Si:40]([CH3:43])([CH3:42])[CH3:41])[C:5]2=[N:6][C:7]=1[C:8]1[CH:9]=[CH:10][C:11]([C:45]2[CH:50]=[CH:49][CH:48]=[C:47]([N:51]=[S:52]([CH3:55])([CH3:54])=[O:53])[CH:46]=2)=[CH:12][CH:13]=1, predict the reactants needed to synthesize it. The reactants are: [Cl:1][C:2]1[CH:3]=[C:4]2[N:25]=[C:24]([O:26][C@H:27]3[C@H:31]4[O:32][CH2:33][C@@H:34]([OH:35])[C@H:30]4[O:29][CH2:28]3)[N:23]([CH2:36][O:37][CH2:38][CH2:39][Si:40]([CH3:43])([CH3:42])[CH3:41])[C:5]2=[N:6][C:7]=1[C:8]1[CH:13]=[CH:12][C:11](B2OC(C)(C)C(C)(C)O2)=[CH:10][CH:9]=1.Br[C:45]1[CH:46]=[C:47]([N:51]=[S:52]([CH3:55])([CH3:54])=[O:53])[CH:48]=[CH:49][CH:50]=1. (3) Given the product [Cl:1][C:2]1[C:11]([C:12]2[CH:17]=[CH:16][CH:15]=[CH:14][C:13]=2[CH2:18][S:19]([CH3:22])(=[O:21])=[O:20])=[CH:10][C:9]([OH:23])=[C:8]2[C:3]=1[C:4](=[O:36])[NH:5][CH:6]=[N:7]2, predict the reactants needed to synthesize it. The reactants are: [Cl:1][C:2]1[C:11]([C:12]2[CH:17]=[CH:16][CH:15]=[CH:14][C:13]=2[CH2:18][S:19]([CH3:22])(=[O:21])=[O:20])=[CH:10][C:9]([O:23]COCCOC)=[C:8]2[C:3]=1[C:4](=[O:36])[N:5](COCCOC)[CH:6]=[N:7]2.FC(F)(F)C(O)=O. (4) Given the product [Cl:38][C:34]1[CH:35]=[C:36]2[C:31](=[CH:32][CH:33]=1)[NH:30][C:29]([S:26]([N:23]1[CH2:24][CH2:25][N:20]([CH2:19][C:16]3[CH:15]=[CH:14][C:13]([C:12](=[NH:11])[N:20]4[CH2:21][CH2:44][C:45](=[O:40])[CH2:16][CH2:19]4)=[CH:18][CH:17]=3)[C:21](=[O:39])[CH2:22]1)(=[O:27])=[O:28])=[CH:37]2, predict the reactants needed to synthesize it. The reactants are: O1C2(CCN([N:11]=[CH:12][C:13]3[CH:18]=[CH:17][C:16]([CH2:19][N:20]4[CH2:25][CH2:24][N:23]([S:26]([C:29]5[NH:30][C:31]6[C:36]([CH:37]=5)=[CH:35][C:34]([Cl:38])=[CH:33][CH:32]=6)(=[O:28])=[O:27])[CH2:22][C:21]4=[O:39])=[CH:15][CH:14]=3)CC2)OCC1.[O:40]1[CH2:45][CH2:44]OCC1. (5) Given the product [NH2:8][C:5]1[CH:6]=[CH:7][C:2]([Br:1])=[C:3]([OH:9])[CH:4]=1, predict the reactants needed to synthesize it. The reactants are: [Br:1][C:2]1[CH:7]=[CH:6][C:5]([NH2:8])=[CH:4][C:3]=1[O:9]C.B(Cl)(Cl)Cl. (6) Given the product [C:1]([C:9]1[CH:10]=[C:11]([CH:15]=[CH:16][CH:17]=1)[C:12]([O:14][CH3:18])=[O:13])(=[O:8])[C:2]1[CH:3]=[CH:4][CH:5]=[CH:6][CH:7]=1, predict the reactants needed to synthesize it. The reactants are: [C:1]([C:9]1[CH:10]=[C:11]([CH:15]=[CH:16][CH:17]=1)[C:12]([OH:14])=[O:13])(=[O:8])[C:2]1[CH:7]=[CH:6][CH:5]=[CH:4][CH:3]=1.[CH3:18]C1C=CC(S(O)(=O)=O)=CC=1. (7) Given the product [CH2:13]([O:15][CH2:16][C:17]1[N:18]([CH2:29][CH2:30][CH:31]2[CH2:32][CH2:33][N:34]([C:10]([C@@H:8]3[CH2:9][C@H:7]3[C:1]3[CH:6]=[CH:5][CH:4]=[CH:3][CH:2]=3)=[O:11])[CH2:35][CH2:36]2)[C:19]2[C:24]([CH3:25])=[C:23]([CH3:26])[N:22]=[C:21]([NH2:27])[C:20]=2[N:28]=1)[CH3:14], predict the reactants needed to synthesize it. The reactants are: [C:1]1([C@@H:7]2[CH2:9][C@H:8]2[C:10](Cl)=[O:11])[CH:6]=[CH:5][CH:4]=[CH:3][CH:2]=1.[CH2:13]([O:15][CH2:16][C:17]1[N:18]([CH2:29][CH2:30][CH:31]2[CH2:36][CH2:35][NH:34][CH2:33][CH2:32]2)[C:19]2[C:24]([CH3:25])=[C:23]([CH3:26])[N:22]=[C:21]([NH2:27])[C:20]=2[N:28]=1)[CH3:14]. (8) Given the product [CH3:1][S:2]([OH:5])(=[O:4])=[O:3].[Cl:41][C:38]1[CH:39]=[CH:40][C:35]([NH:34][C:32]([C:31]2[C:26]([C:24]([NH:23][C:20]3[CH:21]=[CH:22][C:17]([N:16]4[CH2:15][CH2:14][O:13][C:42]4=[NH:43])=[CH:18][CH:19]=3)=[O:25])=[N:27][CH:28]=[CH:29][N:30]=2)=[O:33])=[N:36][CH:37]=1, predict the reactants needed to synthesize it. The reactants are: [CH3:1][S:2]([OH:5])(=[O:4])=[O:3].[Si]([O:13][CH2:14][CH2:15][N:16]([C:42]#[N:43])[C:17]1[CH:22]=[CH:21][C:20]([NH:23][C:24]([C:26]2[C:31]([C:32]([NH:34][C:35]3[CH:40]=[CH:39][C:38]([Cl:41])=[CH:37][N:36]=3)=[O:33])=[N:30][CH:29]=[CH:28][N:27]=2)=[O:25])=[CH:19][CH:18]=1)(C(C)(C)C)(C)C. (9) Given the product [F:1][C:2]([F:7])([F:6])[C:3]([OH:5])=[O:4].[F:8][C:9]([F:14])([F:13])[C:10]([OH:12])=[O:11].[C:53]([N:40]1[CH2:41][CH2:42][N:37]([C:29]2[CH:30]=[CH:31][C:32]3[NH:33][C:34]4[N:35]=[C:19]([NH:20][C:21]5[CH:22]=[CH:23][CH:24]=[C:25]([CH:43]=5)[CH2:26][CH2:27][C:28]=2[CH:36]=3)[N:18]=[CH:17][C:16]=4[Cl:15])[CH2:38][CH2:39]1)(=[O:60])[C:54]1[CH:59]=[CH:58][CH:57]=[CH:56][CH:55]=1, predict the reactants needed to synthesize it. The reactants are: [F:1][C:2]([F:7])([F:6])[C:3]([OH:5])=[O:4].[F:8][C:9]([F:14])([F:13])[C:10]([OH:12])=[O:11].[Cl:15][C:16]1[CH:17]=[N:18][C:19]2[NH:20][C:21]3[CH:22]=[CH:23][CH:24]=[C:25]([CH:43]=3)[CH2:26][CH2:27][C:28]3[CH:36]=[C:32]([NH:33][C:34]=1[N:35]=2)[CH:31]=[CH:30][C:29]=3[N:37]1[CH2:42][CH2:41][NH:40][CH2:39][CH2:38]1.C(N(CC)C(C)C)(C)C.[C:53](Cl)(=[O:60])[C:54]1[CH:59]=[CH:58][CH:57]=[CH:56][CH:55]=1.